Task: Predict the product of the given reaction.. Dataset: Forward reaction prediction with 1.9M reactions from USPTO patents (1976-2016) (1) Given the reactants [OH:1][C:2]1[CH:10]=[CH:9][C:5]([C:6]([OH:8])=[O:7])=[CH:4][CH:3]=1.[OH-].[K+].[CH2:13](Cl)[CH2:14][OH:15], predict the reaction product. The product is: [OH:15][CH2:14][CH2:13][O:1][C:2]1[CH:10]=[CH:9][C:5]([C:6]([OH:8])=[O:7])=[CH:4][CH:3]=1. (2) Given the reactants Br[C:2]1[CH:3]=[C:4]2[C:9](=[C:10]([O:12]COCC[Si](C)(C)C)[CH:11]=1)[N:8]=[CH:7][N:6](COCC[Si](C)(C)C)[C:5]2=[O:29].[CH3:30][N:31]([CH3:49])[C:32]1[CH:33]=[CH:34][C:35]([N:41]=[N:42][C:43]2[CH:48]=[CH:47][CH:46]=[CH:45][CH:44]=2)=[C:36](B(O)O)[CH:37]=1.C1C2C(=CC=CC=2)CCC=1B(O)O.C(=O)([O-])[O-].[K+].[K+], predict the reaction product. The product is: [CH3:30][N:31]([CH3:49])[C:32]1[CH:37]=[CH:36][C:35](/[N:41]=[N:42]/[C:43]2[CH:44]=[CH:45][CH:46]=[CH:47][CH:48]=2)=[C:34]([C:2]2[CH:3]=[C:4]3[C:9](=[C:10]([OH:12])[CH:11]=2)[N:8]=[CH:7][NH:6][C:5]3=[O:29])[CH:33]=1. (3) Given the reactants [C:1]([O:5][C:6]([NH:8]/[C:9](=[CH:14]\[C:15]1[C:16]([Cl:25])=[N:17][C:18]([C:21]([F:24])([F:23])[F:22])=[CH:19][CH:20]=1)/[C:10]([O:12][CH3:13])=[O:11])=[O:7])([CH3:4])([CH3:3])[CH3:2], predict the reaction product. The product is: [C:1]([O:5][C:6]([NH:8][C@@H:9]([CH2:14][C:15]1[C:16]([Cl:25])=[N:17][C:18]([C:21]([F:24])([F:22])[F:23])=[CH:19][CH:20]=1)[C:10]([O:12][CH3:13])=[O:11])=[O:7])([CH3:4])([CH3:2])[CH3:3]. (4) Given the reactants [C:1]([O-])([O-])=O.[K+].[K+].[CH2:7]([O:9][C:10](=[O:32])[C:11]1([CH2:31][CH2:30][CH2:29][CH2:28]1)[NH:12][S:13]([C:16]1[CH:25]=[C:24]2[C:19]([C:20]([Cl:27])=[CH:21][N:22]=[C:23]2[Cl:26])=[CH:18][CH:17]=1)(=[O:15])=[O:14])[CH3:8].CI.O, predict the reaction product. The product is: [CH2:7]([O:9][C:10](=[O:32])[C:11]1([CH2:28][CH2:29][CH2:30][CH2:31]1)[N:12]([S:13]([C:16]1[CH:25]=[C:24]2[C:19]([C:20]([Cl:27])=[CH:21][N:22]=[C:23]2[Cl:26])=[CH:18][CH:17]=1)(=[O:14])=[O:15])[CH3:1])[CH3:8]. (5) The product is: [CH3:11][Si:12]([CH3:14])([CH3:13])[CH2:15][CH2:16][O:17][CH2:18][O:7][CH:4]1[CH2:5][CH2:6][CH:1]([OH:8])[CH2:2][CH2:3]1. Given the reactants [CH:1]1([OH:8])[CH2:6][CH2:5][CH:4]([OH:7])[CH2:3][CH2:2]1.[H-].[Na+].[CH3:11][Si:12]([CH2:15][CH2:16][O:17][CH2:18]Cl)([CH3:14])[CH3:13], predict the reaction product. (6) Given the reactants [Cl:1][C:2]1[N:7]=[CH:6][C:5]([CH2:8][C:9]([OH:11])=[O:10])=[CH:4][CH:3]=1.[CH3:12][Si]([N-][Si](C)(C)C)(C)C.[Na+].IC, predict the reaction product. The product is: [Cl:1][C:2]1[N:7]=[CH:6][C:5]([CH:8]([CH3:12])[C:9]([OH:11])=[O:10])=[CH:4][CH:3]=1. (7) Given the reactants Cl.[CH:2]1([CH2:5][O:6][C:7]2[CH:12]=[CH:11][C:10]([C:13]([F:16])([F:15])[F:14])=[CH:9][C:8]=2[C:17]2[C:18]3[NH:25][C:24]([CH3:26])=[C:23]([C:27]([NH:29][CH:30]4[CH2:35][CH2:34][NH:33][CH2:32][CH2:31]4)=[O:28])[C:19]=3[N:20]=[CH:21][N:22]=2)[CH2:4][CH2:3]1.[C:36](Cl)(=[O:38])[CH3:37], predict the reaction product. The product is: [C:36]([N:33]1[CH2:32][CH2:31][CH:30]([NH:29][C:27]([C:23]2[C:19]3[N:20]=[CH:21][N:22]=[C:17]([C:8]4[CH:9]=[C:10]([C:13]([F:15])([F:14])[F:16])[CH:11]=[CH:12][C:7]=4[O:6][CH2:5][CH:2]4[CH2:3][CH2:4]4)[C:18]=3[NH:25][C:24]=2[CH3:26])=[O:28])[CH2:35][CH2:34]1)(=[O:38])[CH3:37].